This data is from Forward reaction prediction with 1.9M reactions from USPTO patents (1976-2016). The task is: Predict the product of the given reaction. (1) Given the reactants [Cl:1][C:2]1[CH:31]=[C:30]([Cl:32])[CH:29]=[CH:28][C:3]=1[O:4][C:5]1[CH:10]=[CH:9][CH:8]=[CH:7][C:6]=1[NH:11][S:12]([C:15]1[CH:27]=[CH:26][C:18]([C:19]([NH:21][CH2:22][C:23](O)=[O:24])=[O:20])=[CH:17][CH:16]=1)(=[O:14])=[O:13].[CH3:33][N:34]([CH3:39])[CH2:35][CH2:36][CH2:37][NH2:38], predict the reaction product. The product is: [Cl:1][C:2]1[CH:31]=[C:30]([Cl:32])[CH:29]=[CH:28][C:3]=1[O:4][C:5]1[CH:10]=[CH:9][CH:8]=[CH:7][C:6]=1[NH:11][S:12]([C:15]1[CH:16]=[CH:17][C:18]([C:19]([NH:21][CH2:22][C:23](=[O:24])[NH:38][CH2:37][CH2:36][CH2:35][N:34]([CH3:39])[CH3:33])=[O:20])=[CH:26][CH:27]=1)(=[O:14])=[O:13]. (2) Given the reactants [O:1]1[CH2:6][CH2:5][N:4]([C:7]2[CH:8]=[C:9]3[C:15]([C:16]4[CH:21]=[CH:20][CH:19]=[CH:18][CH:17]=4)=[C:14]([C:22]4[CH:27]=[CH:26][C:25]([C:28]5([NH:32]C(=O)OC(C)(C)C)[CH2:31][CH2:30][CH2:29]5)=[CH:24][CH:23]=4)[O:13][C:10]3=[N:11][CH:12]=2)[CH2:3][CH2:2]1.Cl, predict the reaction product. The product is: [O:1]1[CH2:6][CH2:5][N:4]([C:7]2[CH:8]=[C:9]3[C:15]([C:16]4[CH:17]=[CH:18][CH:19]=[CH:20][CH:21]=4)=[C:14]([C:22]4[CH:27]=[CH:26][C:25]([C:28]5([NH2:32])[CH2:31][CH2:30][CH2:29]5)=[CH:24][CH:23]=4)[O:13][C:10]3=[N:11][CH:12]=2)[CH2:3][CH2:2]1. (3) Given the reactants [Cl:1][C:2]1[CH:10]=[CH:9][C:8]2[NH:7][C:6]3[CH2:11][CH2:12][N:13]([CH3:15])[CH2:14][C:5]=3[C:4]=2[CH:3]=1.[CH3:16][NH:17][C:18]1[CH:23]=[CH:22][C:21]([CH:24]=[CH2:25])=[CH:20][N:19]=1.[OH-].[K+], predict the reaction product. The product is: [Cl:1][C:2]1[CH:10]=[CH:9][C:8]2[N:7]([CH2:25][CH2:24][C:21]3[CH:22]=[CH:23][C:18]([NH:17][CH3:16])=[N:19][CH:20]=3)[C:6]3[CH2:11][CH2:12][N:13]([CH3:15])[CH2:14][C:5]=3[C:4]=2[CH:3]=1. (4) Given the reactants IN1C(=O)CCC1=O.[CH3:9][O:10][CH2:11][CH2:12][N:13]1[CH:17]=[CH:16][N:15]=[C:14]1[C:18](=O)[CH2:19][C:20]([O:22][CH3:23])=[O:21].[NH2:25][C:26]([NH2:28])=[S:27], predict the reaction product. The product is: [NH2:28][C:26]1[S:27][C:19]([C:20]([O:22][CH3:23])=[O:21])=[C:18]([C:14]2[N:13]([CH2:12][CH2:11][O:10][CH3:9])[CH:17]=[CH:16][N:15]=2)[N:25]=1. (5) Given the reactants C[O:2][C:3]([C:5]1([C:8]([OH:10])=[O:9])[CH2:7][CH2:6]1)=O.[F:11][C:12]1[CH:18]=[CH:17][C:15]([NH2:16])=[CH:14][CH:13]=1.C(Cl)CCl.C1C=CC2N(O)N=NC=2C=1, predict the reaction product. The product is: [F:11][C:12]1[CH:18]=[CH:17][C:15]([NH:16][C:3]([C:5]2([C:8]([OH:10])=[O:9])[CH2:7][CH2:6]2)=[O:2])=[CH:14][CH:13]=1. (6) Given the reactants [CH2:1]([O:3][C:4](=[O:16])[NH:5][C:6]1[CH:11]=[CH:10][C:9]([N+:12]([O-])=O)=[CH:8][C:7]=1[Cl:15])[CH3:2].C(O)(=O)C, predict the reaction product. The product is: [CH2:1]([O:3][C:4](=[O:16])[NH:5][C:6]1[CH:11]=[CH:10][C:9]([NH2:12])=[CH:8][C:7]=1[Cl:15])[CH3:2]. (7) Given the reactants [F:1][C:2]1[C:7](=[O:8])[N:6]([CH3:9])[C:5]([CH2:10][C:11]([O-:13])=O)=[N:4][C:3]=1[N:14]1[CH2:19][CH2:18][O:17][CH2:16][CH2:15]1.[Na+].[CH3:21][CH:22]1[CH2:30][C:29]2[C:24](=[CH:25][CH:26]=[C:27]([F:32])[C:28]=2[F:31])[NH:23]1, predict the reaction product. The product is: [F:1][C:2]1[C:7](=[O:8])[N:6]([CH3:9])[C:5]([CH2:10][C:11]([N:23]2[C:24]3[C:29](=[C:28]([F:31])[C:27]([F:32])=[CH:26][CH:25]=3)[CH2:30][CH:22]2[CH3:21])=[O:13])=[N:4][C:3]=1[N:14]1[CH2:19][CH2:18][O:17][CH2:16][CH2:15]1. (8) Given the reactants Cl[C:2]1[N:7]=[C:6]([C:8]2[NH:16][C:15]3[C:14]4([CH2:21][CH2:20][N:19](C(OC(C)(C)C)=O)[CH2:18][CH2:17]4)[CH2:13][N:12](CC4C=CC(OC)=CC=4)[C:11](=[O:38])[C:10]=3[CH:9]=2)[CH:5]=[CH:4][N:3]=1.C([Sn](CCCC)(CCCC)[C:44]1[S:45][CH:46]=[CH:47][N:48]=1)CCC, predict the reaction product. The product is: [S:45]1[CH:46]=[CH:47][N:48]=[C:44]1[C:2]1[N:7]=[C:6]([C:8]2[NH:16][C:15]3[C:14]4([CH2:21][CH2:20][NH:19][CH2:18][CH2:17]4)[CH2:13][NH:12][C:11](=[O:38])[C:10]=3[CH:9]=2)[CH:5]=[CH:4][N:3]=1.